Dataset: Forward reaction prediction with 1.9M reactions from USPTO patents (1976-2016). Task: Predict the product of the given reaction. Given the reactants [F:1][C:2]1[CH:3]=[C:4]([CH:7]=[C:8]([F:11])[C:9]=1[F:10])[CH:5]=O.[CH3:12][O:13][CH:14]([O:25][CH3:26])[CH2:15][NH:16]CC1C=CC(F)=CC=1, predict the reaction product. The product is: [CH3:12][O:13][CH:14]([O:25][CH3:26])[CH2:15][NH:16][CH2:5][C:4]1[CH:3]=[C:2]([F:1])[C:9]([F:10])=[C:8]([F:11])[CH:7]=1.